This data is from Reaction yield outcomes from USPTO patents with 853,638 reactions. The task is: Predict the reaction yield, written as a fraction of the theoretical maximum amount of product (1.0 means a 100% yield; for example, 0.34 means a 34% yield). (1) The reactants are [Cl:1][C:2]1[CH:7]=[CH:6][C:5]([S:8]([NH:11][C@H:12]([C:15]2[CH:20]=[CH:19][CH:18]=[CH:17][CH:16]=2)[CH2:13][CH3:14])(=[O:10])=[O:9])=[CH:4][CH:3]=1.Br[CH2:22][C:23]1[CH:32]=[CH:31][C:26]([C:27]([O:29][CH3:30])=[O:28])=[C:25]([F:33])[C:24]=1[F:34].C([O-])([O-])=O.[K+].[K+]. The catalyst is CN(C=O)C. The product is [Cl:1][C:2]1[CH:7]=[CH:6][C:5]([S:8]([N:11]([CH2:22][C:23]2[CH:32]=[CH:31][C:26]([C:27]([O:29][CH3:30])=[O:28])=[C:25]([F:33])[C:24]=2[F:34])[C@H:12]([C:15]2[CH:16]=[CH:17][CH:18]=[CH:19][CH:20]=2)[CH2:13][CH3:14])(=[O:10])=[O:9])=[CH:4][CH:3]=1. The yield is 0.620. (2) The reactants are [I:1][C:2]1[CH:8]=[CH:7][CH:6]=[CH:5][C:3]=1[NH2:4].[C:9]1(=O)[CH2:13][CH2:12][CH2:11][CH2:10]1.C(O)(=O)C.C(O[BH-](OC(=O)C)OC(=O)C)(=O)C.[Na+]. The catalyst is ClC(Cl)C.O. The product is [CH:9]1([NH:4][C:3]2[CH:5]=[CH:6][CH:7]=[CH:8][C:2]=2[I:1])[CH2:13][CH2:12][CH2:11][CH2:10]1. The yield is 0.230.